The task is: Predict the product of the given reaction.. This data is from Forward reaction prediction with 1.9M reactions from USPTO patents (1976-2016). (1) Given the reactants O=C=[N:3]C1CC(C)(C)CC(C)(CN=C=O)C1.[C:17]([O:21]CC(CC)CCCC)(=[O:20])[CH:18]=[CH2:19].[C:30]([O:34][CH2:35][CH2:36]O)(=[O:33])C=C, predict the reaction product. The product is: [C:17]([OH:21])(=[O:20])[CH:18]=[CH2:19].[NH2:3][C:30]([O:34][CH2:35][CH3:36])=[O:33]. (2) Given the reactants [Cl:1][C:2]1[C:3]([F:19])=[N:4][C:5]([F:18])=[C:6]([Cl:17])[C:7]=1[O:8][C:9]1[CH:14]=[CH:13][C:12]([O:15][CH3:16])=[CH:11][CH:10]=1.Cl[S:21]([OH:24])(=[O:23])=[O:22], predict the reaction product. The product is: [Cl:1][C:2]1[C:3]([F:19])=[N:4][C:5]([F:18])=[C:6]([Cl:17])[C:7]=1[O:8][C:9]1[CH:14]=[CH:13][C:12]([O:15][CH3:16])=[C:11]([S:21]([OH:24])(=[O:23])=[O:22])[CH:10]=1. (3) Given the reactants [Cl:1][C:2]1[CH:3]=[C:4]([C@@H:8]2[C@@H:13]([C:14]3[CH:19]=[CH:18][C:17]([Cl:20])=[CH:16][CH:15]=3)[N:12]([C@@H:21]([CH2:31][CH3:32])[CH2:22][N:23]([CH3:30])[S:24]([CH:27]3[CH2:29][CH2:28]3)(=[O:26])=[O:25])[C:11](=[O:33])[C@:10]([C@H:35]([CH3:40])[C:36]([O:38]C)=[O:37])([CH3:34])[CH2:9]2)[CH:5]=[CH:6][CH:7]=1.[OH-].[Li+].Cl, predict the reaction product. The product is: [Cl:1][C:2]1[CH:3]=[C:4]([C@@H:8]2[C@@H:13]([C:14]3[CH:15]=[CH:16][C:17]([Cl:20])=[CH:18][CH:19]=3)[N:12]([C@@H:21]([CH2:31][CH3:32])[CH2:22][N:23]([CH3:30])[S:24]([CH:27]3[CH2:28][CH2:29]3)(=[O:25])=[O:26])[C:11](=[O:33])[C@:10]([CH:35]([CH3:40])[C:36]([OH:38])=[O:37])([CH3:34])[CH2:9]2)[CH:5]=[CH:6][CH:7]=1. (4) Given the reactants [C:1]1([CH3:12])[CH:6]=[CH:5][C:4]([O:7][CH2:8][C:9](Cl)=[O:10])=[CH:3][CH:2]=1.[CH2:13]([NH:15][CH2:16][C:17]1[O:21][N:20]=[C:19]([C:22]2[CH:27]=[CH:26][C:25]([CH3:28])=[CH:24][CH:23]=2)[N:18]=1)[CH3:14].C(N(CC)CC)C, predict the reaction product. The product is: [CH2:13]([N:15]([CH2:16][C:17]1[O:21][N:20]=[C:19]([C:22]2[CH:23]=[CH:24][C:25]([CH3:28])=[CH:26][CH:27]=2)[N:18]=1)[C:9](=[O:10])[CH2:8][O:7][C:4]1[CH:5]=[CH:6][C:1]([CH3:12])=[CH:2][CH:3]=1)[CH3:14]. (5) Given the reactants [CH3:1][O:2][CH:3]=[CH2:4].[CH:5]1[C:10](=[O:11])[O:9][C:7](=[O:8])[CH:6]=1.O1[CH2:16][CH2:15][CH2:14][CH2:13]1.C([N:19]([CH2:22][CH3:23])CC)C.[OH-].[Na+], predict the reaction product. The product is: [CH3:1][O:2][CH:3]=[CH2:4].[CH:5]1[C:10](=[O:11])[O:9][C:7](=[O:8])[CH:6]=1.[C:23]1([CH2:22][NH-:19])[C:3]2[C:4](=[CH:13][CH:14]=[CH:15][CH:16]=2)[CH:10]=[CH:5][CH:6]=1. (6) Given the reactants [Br:1][C:2]1[CH:3]=[C:4]([S:8][C:9]([F:12])([F:11])[F:10])[CH:5]=[CH:6][CH:7]=1.[OH:13]S(O)(=O)=O.[OH2:18], predict the reaction product. The product is: [Br:1][C:2]1[CH:7]=[CH:6][CH:5]=[C:4]([S:8]([C:9]([F:10])([F:12])[F:11])(=[O:13])=[O:18])[CH:3]=1. (7) Given the reactants C(OC(=O)[NH:10][C@H:11]1[CH2:23][C:22]2[C:21]3[C:16](=[CH:17][CH:18]=[C:19]([C:24]#[N:25])[CH:20]=3)[NH:15][C:14]=2[CH2:13][CH2:12]1)C1C=CC=CC=1, predict the reaction product. The product is: [NH2:10][C@@H:11]1[CH2:12][CH2:13][C:14]2[NH:15][C:16]3[CH:17]=[CH:18][C:19]([C:24]#[N:25])=[CH:20][C:21]=3[C:22]=2[CH2:23]1.